This data is from Forward reaction prediction with 1.9M reactions from USPTO patents (1976-2016). The task is: Predict the product of the given reaction. (1) The product is: [CH2:18]([O:17][C:15](=[O:16])[CH2:14][CH2:13][O:12][CH2:11][CH:10]([NH:20][C:35](=[O:36])[CH2:34][CH2:33][NH:32][C:22]([O:24][CH2:25][C:26]1[CH:27]=[CH:28][CH:29]=[CH:30][CH:31]=1)=[O:23])[CH2:9][O:8][CH2:7][CH2:6][C:5]([O:4][CH2:2][CH3:3])=[O:21])[CH3:19]. Given the reactants Cl.[CH2:2]([O:4][C:5](=[O:21])[CH2:6][CH2:7][O:8][CH2:9][CH:10]([NH2:20])[CH2:11][O:12][CH2:13][CH2:14][C:15]([O:17][CH2:18][CH3:19])=[O:16])[CH3:3].[C:22]([NH:32][CH2:33][CH2:34][C:35](O)=[O:36])([O:24][CH2:25][C:26]1[CH:31]=[CH:30][CH:29]=[CH:28][CH:27]=1)=[O:23].C(N=C=NCCCN(C)C)C.CCN(CC)CC, predict the reaction product. (2) Given the reactants [Br:1][C:2]1[CH:3]=[C:4]2[C:9](Cl)=[C:8]([C:11]([NH2:13])=[O:12])[CH:7]=[N:6][N:5]2[CH:14]=1.[CH3:15][C:16]1([CH3:22])[CH2:20][CH2:19][CH2:18][C@H:17]1[NH2:21].C(C1C=NN2C=C(C(OCC)=O)C=C2C=1N[C@@H]1CCCC1(C)C)(=O)N.CCN(C(C)C)C(C)C, predict the reaction product. The product is: [Br:1][C:2]1[CH:3]=[C:4]2[C:9]([NH:21][C@@H:17]3[CH2:18][CH2:19][CH2:20][C:16]3([CH3:22])[CH3:15])=[C:8]([C:11]([NH2:13])=[O:12])[CH:7]=[N:6][N:5]2[CH:14]=1. (3) Given the reactants [C:1]([C:3]1[CH:8]=[CH:7][CH:6]=[CH:5][C:4]=1[C:9]1[CH:10]=[CH:11][C:12](/[CH:15]=[CH:16]/[C@@H:17]2[C@H:25]3[C@:21]([CH:28]([O:33][CH3:34])[C:29]([O:31]C)=O)([C:22](=[O:27])[O:23][C@@H:24]3[CH3:26])[CH2:20][C:19]([F:36])([F:35])[C@H:18]2[CH3:37])=[N:13][CH:14]=1)#[N:2].[NH3:38], predict the reaction product. The product is: [C:1]([C:3]1[CH:8]=[CH:7][CH:6]=[CH:5][C:4]=1[C:9]1[CH:10]=[CH:11][C:12](/[CH:15]=[CH:16]/[C@@H:17]2[C@H:25]3[C@:21]([CH:28]([O:33][CH3:34])[C:29]([NH2:38])=[O:31])([C:22](=[O:27])[O:23][C@@H:24]3[CH3:26])[CH2:20][C:19]([F:36])([F:35])[C@H:18]2[CH3:37])=[N:13][CH:14]=1)#[N:2]. (4) Given the reactants [C:1]([CH2:3][C:4]([O-:6])=[O:5])#[N:2].C(=O)([O-])[O-].[Cs+].[Cs+].Br[CH2:14][CH2:15][CH2:16][CH2:17][CH2:18]Br.[C:20](OCC)(=O)[CH3:21], predict the reaction product. The product is: [CH2:20]([O:5][C:4]([C:3]1([C:1]#[N:2])[CH2:18][CH2:17][CH2:16][CH2:15][CH2:14]1)=[O:6])[CH3:21]. (5) Given the reactants CS([O:5][S:6]([CH3:9])(=[O:8])=[O:7])(=O)=O.[Cl:10][C:11]1[N:12]=[C:13]([CH:16]([C:22]2[NH:23][C:24]([C:35]3[CH:40]=[CH:39][CH:38]=[C:37]([F:41])[CH:36]=3)=[C:25]3[C:30](=[O:31])[N:29]([CH3:32])[C:28](=[O:33])[N:27]([CH3:34])[C:26]=23)[CH:17]([CH2:20]O)[CH2:18]O)[S:14][CH:15]=1.C(N(CC)CC)C, predict the reaction product. The product is: [CH3:9][S:6]([O:5][CH2:20][C:17]([CH:16]([C:13]1[S:14][CH:15]=[C:11]([Cl:10])[N:12]=1)[C:22]1[NH:23][C:24]([C:35]2[CH:40]=[CH:39][CH:38]=[C:37]([F:41])[CH:36]=2)=[C:25]2[C:30](=[O:31])[N:29]([CH3:32])[C:28](=[O:33])[N:27]([CH3:34])[C:26]=12)=[CH2:18])(=[O:7])=[O:8]. (6) Given the reactants [N:1]1([C:7]2[CH:8]=[CH:9][C:10]3[N:11]([C:13]([C:16]([F:19])([F:18])[F:17])=[N:14][N:15]=3)[N:12]=2)[CH2:6][CH2:5][NH:4][CH2:3][CH2:2]1.[O:20]1[C:25]2[CH:26]=[CH:27][C:28]([CH:30]=O)=[CH:29][C:24]=2[O:23][CH2:22][CH2:21]1, predict the reaction product. The product is: [O:20]1[C:25]2[CH:26]=[CH:27][C:28]([CH2:30][N:4]3[CH2:3][CH2:2][N:1]([C:7]4[CH:8]=[CH:9][C:10]5[N:11]([C:13]([C:16]([F:17])([F:18])[F:19])=[N:14][N:15]=5)[N:12]=4)[CH2:6][CH2:5]3)=[CH:29][C:24]=2[O:23][CH2:22][CH2:21]1. (7) Given the reactants Br[CH2:2][C:3]([O:5][CH2:6][CH3:7])=[O:4].[C:8]([O-])(=O)[C@@H:9]([C:11]1[CH:16]=[CH:15][CH:14]=[CH:13][CH:12]=1)O.C([N:21](C(C)C)C(C)C)C, predict the reaction product. The product is: [C:11]1([C@H:9]([NH:21][CH2:2][C:3]([O:5][CH2:6][CH3:7])=[O:4])[CH3:8])[CH:16]=[CH:15][CH:14]=[CH:13][CH:12]=1. (8) Given the reactants Cl.[NH2:2][CH2:3][C@@H:4]1[O:8][C:7](=[O:9])[N:6]([C:10]2[CH:11]=[CH:12][C:13]3[C:19](=[O:20])[CH2:18][CH2:17][CH2:16][CH2:15][C:14]=3[CH:21]=2)[CH2:5]1.C(N(CC)CC)C.[C:29]([O:33][C:34](O[C:34]([O:33][C:29]([CH3:32])([CH3:31])[CH3:30])=[O:35])=[O:35])([CH3:32])([CH3:31])[CH3:30].C(Cl)Cl, predict the reaction product. The product is: [C:29]([O:33][C:34](=[O:35])[NH:2][CH2:3][C@@H:4]1[O:8][C:7](=[O:9])[N:6]([C:10]2[CH:11]=[CH:12][C:13]3[C:19](=[O:20])[CH2:18][CH2:17][CH2:16][CH2:15][C:14]=3[CH:21]=2)[CH2:5]1)([CH3:32])([CH3:31])[CH3:30].